This data is from Peptide-MHC class I binding affinity with 185,985 pairs from IEDB/IMGT. The task is: Regression. Given a peptide amino acid sequence and an MHC pseudo amino acid sequence, predict their binding affinity value. This is MHC class I binding data. (1) The peptide sequence is ETAKVIKLVK. The MHC is HLA-A03:01 with pseudo-sequence HLA-A03:01. The binding affinity (normalized) is 0.317. (2) The peptide sequence is DIDLLFNEK. The MHC is HLA-A31:01 with pseudo-sequence HLA-A31:01. The binding affinity (normalized) is 0.210. (3) The peptide sequence is KQNPDIVIY. The MHC is HLA-B14:02 with pseudo-sequence HLA-B14:02. The binding affinity (normalized) is 0. (4) The peptide sequence is YMIKLAKEV. The MHC is HLA-A24:03 with pseudo-sequence HLA-A24:03. The binding affinity (normalized) is 0.0847. (5) The peptide sequence is SVPLPCQLM. The MHC is HLA-A68:02 with pseudo-sequence HLA-A68:02. The binding affinity (normalized) is 0.509.